Dataset: Reaction yield outcomes from USPTO patents with 853,638 reactions. Task: Predict the reaction yield, written as a fraction of the theoretical maximum amount of product (1.0 means a 100% yield; for example, 0.34 means a 34% yield). (1) The reactants are [NH2:1][C:2]1[C:11]([NH2:12])=[CH:10][C:9]([Br:13])=[C:8]([O:14][CH3:15])[C:3]=1[C:4]([O:6][CH3:7])=[O:5].O.[F:17][C:18]1[CH:23]=[CH:22][C:21]([C:24]([CH:26]=O)=O)=[CH:20][CH:19]=1. The catalyst is CO. The product is [Br:13][C:9]1[C:8]([O:14][CH3:15])=[C:3]([C:4]([O:6][CH3:7])=[O:5])[C:2]2[N:1]=[C:24]([C:21]3[CH:22]=[CH:23][C:18]([F:17])=[CH:19][CH:20]=3)[CH:26]=[N:12][C:11]=2[CH:10]=1. The yield is 0.180. (2) The reactants are [Cl-].O[NH3+:3].[C:4](=[O:7])([O-])[OH:5].[Na+].CS(C)=O.[F:13][C:14]1[CH:15]=[C:16]([C:41]2[C:42]([C:47]#[N:48])=[CH:43][CH:44]=[CH:45][CH:46]=2)[CH:17]=[CH:18][C:19]=1[CH2:20][C:21]1[C:22](=[O:40])[N:23]([CH:34]2[CH2:39][CH2:38][O:37][CH2:36][CH2:35]2)[C:24]2[N:25]([N:30]=[C:31]([CH3:33])[N:32]=2)[C:26]=1[CH2:27][CH2:28][CH3:29]. The catalyst is C(OCC)(=O)C. The product is [F:13][C:14]1[CH:15]=[C:16]([C:41]2[CH:46]=[CH:45][CH:44]=[CH:43][C:42]=2[C:47]2[NH:3][C:4](=[O:7])[O:5][N:48]=2)[CH:17]=[CH:18][C:19]=1[CH2:20][C:21]1[C:22](=[O:40])[N:23]([CH:34]2[CH2:35][CH2:36][O:37][CH2:38][CH2:39]2)[C:24]2[N:25]([N:30]=[C:31]([CH3:33])[N:32]=2)[C:26]=1[CH2:27][CH2:28][CH3:29]. The yield is 0.490. (3) The reactants are [CH3:1][C:2]([C:4]1[CH:9]=[CH:8][C:7]([O:10][C:11]([F:14])([F:13])[F:12])=[CH:6][CH:5]=1)=[O:3].[S:15]1[CH:19]=[CH:18][CH:17]=[C:16]1[C:20](OCC)=[O:21].[H-].[Na+].Cl. The catalyst is O. The product is [S:15]1[CH:19]=[CH:18][CH:17]=[C:16]1[C:20](=[O:21])[CH2:1][C:2]([C:4]1[CH:5]=[CH:6][C:7]([O:10][C:11]([F:12])([F:13])[F:14])=[CH:8][CH:9]=1)=[O:3]. The yield is 1.00.